Binary Classification. Given a T-cell receptor sequence (or CDR3 region) and an epitope sequence, predict whether binding occurs between them. From a dataset of TCR-epitope binding with 47,182 pairs between 192 epitopes and 23,139 TCRs. (1) The epitope is SEPVLKGVKL. The TCR CDR3 sequence is CASSAGLAGTDTQYF. Result: 0 (the TCR does not bind to the epitope). (2) The epitope is SLYNTVATL. The TCR CDR3 sequence is CASSQVGQGLGYTF. Result: 0 (the TCR does not bind to the epitope). (3) The epitope is TVYDPLQPELDSFK. The TCR CDR3 sequence is CASTRDRGYEQYF. Result: 0 (the TCR does not bind to the epitope). (4) The epitope is TVYDPLQPELDSFK. The TCR CDR3 sequence is CASSVSSTYGYTF. Result: 0 (the TCR does not bind to the epitope). (5) Result: 1 (the TCR binds to the epitope). The epitope is HTTDPSFLGRY. The TCR CDR3 sequence is CASTIDSYGYTF. (6) The epitope is LLFNKVTLA. The TCR CDR3 sequence is CASRWDYTDTQYF. Result: 1 (the TCR binds to the epitope). (7) The epitope is SSNVANYQK. The TCR CDR3 sequence is CASSLAGTYYGYTF. Result: 0 (the TCR does not bind to the epitope). (8) The epitope is FLNRFTTTL. The TCR CDR3 sequence is CASSQDWGDIKTYNEQFF. Result: 1 (the TCR binds to the epitope). (9) The epitope is PKYVKQNTLKLAT. Result: 1 (the TCR binds to the epitope). The TCR CDR3 sequence is CASDRGHTEAFF.